This data is from Catalyst prediction with 721,799 reactions and 888 catalyst types from USPTO. The task is: Predict which catalyst facilitates the given reaction. Reactant: [Cl:1][C:2]1[CH:24]=[CH:23][C:5]([CH2:6][NH:7][C:8]([C:10]2[C:11](=[O:22])[C:12]3[CH:19]=[C:18]([CH2:20]Cl)[S:17][C:13]=3[N:14]([CH3:16])[CH:15]=2)=[O:9])=[CH:4][CH:3]=1.C(N(CC)C(C)C)(C)C.[O:34]1[CH:38]=[CH:37][CH:36]=[C:35]1[CH:39]([OH:43])[CH2:40][NH:41][CH3:42].O. Product: [Cl:1][C:2]1[CH:24]=[CH:23][C:5]([CH2:6][NH:7][C:8]([C:10]2[C:11](=[O:22])[C:12]3[CH:19]=[C:18]([CH2:20][N:41]([CH2:40][CH:39]([C:35]4[O:34][CH:38]=[CH:37][CH:36]=4)[OH:43])[CH3:42])[S:17][C:13]=3[N:14]([CH3:16])[CH:15]=2)=[O:9])=[CH:4][CH:3]=1. The catalyst class is: 3.